Task: Predict which catalyst facilitates the given reaction.. Dataset: Catalyst prediction with 721,799 reactions and 888 catalyst types from USPTO (1) The catalyst class is: 29. Reactant: [C:1]([C:5]1[CH:6]=[C:7]([N+:15]([O-])=O)[C:8]2[O:12][C:11]([CH3:13])=[N:10][C:9]=2[CH:14]=1)([CH3:4])([CH3:3])[CH3:2]. Product: [C:1]([C:5]1[CH:6]=[C:7]([NH2:15])[C:8]2[O:12][C:11]([CH3:13])=[N:10][C:9]=2[CH:14]=1)([CH3:4])([CH3:2])[CH3:3]. (2) Reactant: Cl[C:2]1[N:7]=[C:6]([C@@H:8]([NH:18][C:19](=[O:35])[CH2:20][N:21]2[C:25]3[C:26]([F:31])([F:30])[C@@H:27]4[CH2:29][C@@H:28]4[C:24]=3[C:23]([CH:32]([F:34])[F:33])=[N:22]2)[CH2:9][C:10]2[CH:15]=[C:14]([F:16])[CH:13]=[C:12]([F:17])[CH:11]=2)[C:5]([C:36]2[CH:37]=[CH:38][C:39]([Cl:51])=[C:40]3[C:44]=2[N:43]([CH3:45])[N:42]=[C:41]3[NH:46][S:47]([CH3:50])(=[O:49])=[O:48])=[CH:4][CH:3]=1.[C:52]([N:56]1[CH:60]=[C:59](B(O)O)[CH:58]=[N:57]1)([CH3:55])([CH3:54])[CH3:53].C([O-])([O-])=O.[K+].[K+].O. Product: [C:52]([N:56]1[CH:60]=[C:59]([C:2]2[N:7]=[C:6]([C@@H:8]([NH:18][C:19](=[O:35])[CH2:20][N:21]3[C:25]4[C:26]([F:31])([F:30])[C@@H:27]5[CH2:29][C@@H:28]5[C:24]=4[C:23]([CH:32]([F:33])[F:34])=[N:22]3)[CH2:9][C:10]3[CH:15]=[C:14]([F:16])[CH:13]=[C:12]([F:17])[CH:11]=3)[C:5]([C:36]3[CH:37]=[CH:38][C:39]([Cl:51])=[C:40]4[C:44]=3[N:43]([CH3:45])[N:42]=[C:41]4[NH:46][S:47]([CH3:50])(=[O:49])=[O:48])=[CH:4][CH:3]=2)[CH:58]=[N:57]1)([CH3:55])([CH3:54])[CH3:53]. The catalyst class is: 77. (3) Reactant: C(NC(C)C)(C)C.C([Li])CCC.[CH:13]1([C:22]([O:24][CH2:25][CH3:26])=[O:23])[C:21]2[C:16](=[CH:17][CH:18]=[CH:19][CH:20]=2)[CH2:15][CH2:14]1.[CH2:27]=[O:28]. Product: [OH:28][CH2:27][C:13]1([C:22]([O:24][CH2:25][CH3:26])=[O:23])[C:21]2[C:16](=[CH:17][CH:18]=[CH:19][CH:20]=2)[CH2:15][CH2:14]1. The catalyst class is: 1. (4) Reactant: [NH:1]1[C:9]2[C:4](=[CH:5][CH:6]=[CH:7][CH:8]=2)[CH:3]=[C:2]1[C:10]([O:12][CH2:13][CH3:14])=[O:11].[C:15]1(=[O:21])[CH2:20][CH2:19][CH2:18][CH:17]=[CH:16]1.FC(F)(F)S([O-])(=O)=O.[Bi+3].FC(F)(F)S([O-])(=O)=O.FC(F)(F)S([O-])(=O)=O. Product: [O:21]=[C:15]1[CH2:20][CH2:19][CH2:18][CH:17]([C:3]2[C:4]3[C:9](=[CH:8][CH:7]=[CH:6][CH:5]=3)[NH:1][C:2]=2[C:10]([O:12][CH2:13][CH3:14])=[O:11])[CH2:16]1. The catalyst class is: 10. (5) Reactant: [Cl:1][C:2]1[CH:7]=[CH:6][C:5]([S:8]([O-:10])=[O:9])=[CH:4][CH:3]=1.[Na+].Cl.Cl[CH2:14][C:15]1[N:16]=[CH:17][S:18][CH:19]=1.C([O-])(=O)C.[K+]. The catalyst class is: 259. Product: [Cl:1][C:2]1[CH:7]=[CH:6][C:5]([S:8]([CH2:14][C:15]2[N:16]=[CH:17][S:18][CH:19]=2)(=[O:10])=[O:9])=[CH:4][CH:3]=1. (6) Reactant: [N+](=[C:3]([C:8]1[CH:13]=[CH:12][C:11]([O:14][CH3:15])=[C:10]([O:16][CH3:17])[CH:9]=1)[C:4]([O:6][CH3:7])=[O:5])=[N-].[CH:18](/[C:22]1[CH:27]=[CH:26][CH:25]=[CH:24][CH:23]=1)=[CH:19]\[CH:20]=[CH2:21]. Product: [CH3:17][O:16][C:10]1[CH:9]=[C:8]([C:3]2([C:4]([O:6][CH3:7])=[O:5])[CH2:21][CH:20]2/[CH:19]=[CH:18]/[C:22]2[CH:27]=[CH:26][CH:25]=[CH:24][CH:23]=2)[CH:13]=[CH:12][C:11]=1[O:14][CH3:15]. The catalyst class is: 11. (7) Reactant: [CH2:1]([O:8][CH2:9][CH2:10][O:11][C:12]1[CH:17]=[CH:16][C:15]([NH:18][C:19](=[O:29])[CH2:20][C:21]2[CH:26]=[CH:25][C:24](Br)=[CH:23][C:22]=2[F:28])=[CH:14][C:13]=1[C:30]([F:33])([F:32])[F:31])[C:2]1[CH:7]=[CH:6][CH:5]=[CH:4][CH:3]=1.[CH3:34][C:35]1([CH3:51])[C:39]([CH3:41])([CH3:40])[O:38][B:37]([B:37]2[O:38][C:39]([CH3:41])([CH3:40])[C:35]([CH3:51])([CH3:34])[O:36]2)[O:36]1.CC([O-])=O.[K+]. Product: [CH2:1]([O:8][CH2:9][CH2:10][O:11][C:12]1[CH:17]=[CH:16][C:15]([NH:18][C:19](=[O:29])[CH2:20][C:21]2[CH:26]=[CH:25][C:24]([B:37]3[O:38][C:39]([CH3:41])([CH3:40])[C:35]([CH3:51])([CH3:34])[O:36]3)=[CH:23][C:22]=2[F:28])=[CH:14][C:13]=1[C:30]([F:33])([F:32])[F:31])[C:2]1[CH:7]=[CH:6][CH:5]=[CH:4][CH:3]=1. The catalyst class is: 75. (8) Reactant: Cl[C:2]1[N:3]=[CH:4][C:5]2[N:10]=[N:9][N:8]([C:11]3[CH:16]=[CH:15][C:14]([O:17][CH3:18])=[CH:13][CH:12]=3)[C:6]=2[N:7]=1.Cl.[NH2:20][CH:21]1[CH2:26][CH2:25][CH2:24][N:23]([C:27](=[O:29])[CH3:28])[CH2:22]1.C(N(C(C)C)C(C)C)C. Product: [CH3:18][O:17][C:14]1[CH:15]=[CH:16][C:11]([N:8]2[C:6]3[N:7]=[C:2]([NH:20][CH:21]4[CH2:26][CH2:25][CH2:24][N:23]([C:27](=[O:29])[CH3:28])[CH2:22]4)[N:3]=[CH:4][C:5]=3[N:10]=[N:9]2)=[CH:12][CH:13]=1. The catalyst class is: 141. (9) Product: [CH2:1]([O:8][C:9]([NH:11][C@H:12]1[CH2:16][CH2:17][CH2:18][N:19]([CH:20]2[CH2:21][CH2:22][N:23]([C:26]([O:28][C:29]([CH3:31])([CH3:32])[CH3:30])=[O:27])[CH2:24][CH2:25]2)[C:13]1=[O:14])=[O:10])[C:2]1[CH:7]=[CH:6][CH:5]=[CH:4][CH:3]=1. The catalyst class is: 31. Reactant: [CH2:1]([O:8][C:9]([NH:11][C@@H:12]([CH2:16][CH2:17][CH2:18][NH:19][CH:20]1[CH2:25][CH2:24][N:23]([C:26]([O:28][C:29]([CH3:32])([CH3:31])[CH3:30])=[O:27])[CH2:22][CH2:21]1)[C:13](O)=[O:14])=[O:10])[C:2]1[CH:7]=[CH:6][CH:5]=[CH:4][CH:3]=1.CCN=C=NCCCN(C)C.C(N(C(C)C)C(C)C)C. (10) Reactant: Br[CH2:2][C:3](=O)[C:4]([O:6][CH2:7][CH3:8])=[O:5].[C:10](=[S:16])([NH2:15])[CH2:11][CH2:12][CH2:13][CH3:14]. Product: [CH3:10][CH2:11][CH2:12][CH:3]([CH3:2])[CH3:4].[CH2:11]([C:10]1[S:16][CH:2]=[C:3]([C:4]([O:6][CH2:7][CH3:8])=[O:5])[N:15]=1)[CH2:12][CH2:13][CH3:14]. The catalyst class is: 162.